Task: Predict the product of the given reaction.. Dataset: Forward reaction prediction with 1.9M reactions from USPTO patents (1976-2016) Given the reactants C([N:8]1[CH2:17][CH2:16][C:15]2[C:14]([Cl:18])=[N:13][C:12]([C:19]([F:22])([F:21])[F:20])=[N:11][C:10]=2[CH2:9]1)C1C=CC=CC=1.CCOCC, predict the reaction product. The product is: [ClH:18].[F:22][C:19]([F:20])([F:21])[C:12]1[N:13]=[CH:14][C:15]2[CH2:16][CH2:17][NH:8][CH2:9][C:10]=2[N:11]=1.